Task: Predict the reaction yield, written as a fraction of the theoretical maximum amount of product (1.0 means a 100% yield; for example, 0.34 means a 34% yield).. Dataset: Reaction yield outcomes from USPTO patents with 853,638 reactions (1) The reactants are Br[C:2]1[CH:7]=[CH:6][C:5]2[C:8]3[CH2:9][N:10]([C:15]([O:17][C:18]([CH3:21])([CH3:20])[CH3:19])=[O:16])[CH2:11][CH2:12][C:13]=3[O:14][C:4]=2[CH:3]=1.[Cl:22][C:23]1[CH:24]=[CH:25][C:26]([CH2:29][CH2:30][N:31]2[CH2:36][CH2:35][NH:34][C:33](=[O:37])[CH2:32]2)=[N:27][CH:28]=1. No catalyst specified. The product is [Cl:22][C:23]1[CH:24]=[CH:25][C:26]([CH2:29][CH2:30][N:31]2[CH2:36][CH2:35][N:34]([C:2]3[CH:7]=[CH:6][C:5]4[C:8]5[CH2:9][N:10]([C:15]([O:17][C:18]([CH3:21])([CH3:20])[CH3:19])=[O:16])[CH2:11][CH2:12][C:13]=5[O:14][C:4]=4[CH:3]=3)[C:33](=[O:37])[CH2:32]2)=[N:27][CH:28]=1. The yield is 0.720. (2) The reactants are [H-].[Na+].[N+:3]([C:6]1[C:11]([OH:12])=[CH:10][CH:9]=[CH:8][N:7]=1)([O-:5])=[O:4].[C:13](Br)([Br:16])([F:15])[F:14]. The catalyst is CN1CCCC1=O. The product is [Br:16][C:13]([F:15])([F:14])[O:12][C:11]1[C:6]([N+:3]([O-:5])=[O:4])=[N:7][CH:8]=[CH:9][CH:10]=1. The yield is 0.230. (3) The reactants are C(OC(=O)[NH:10][C:11]1[C:12]([C:28]([NH:30][C:31]2[CH:32]=[N:33][CH:34]=[CH:35][C:36]=2[N:37]2[CH2:42][C@H:41]([CH3:43])[CH2:40][C@H:39]([NH:44][C:45]([O:47][C:48]([CH3:51])([CH3:50])[CH3:49])=[O:46])[CH2:38]2)=[O:29])=[N:13][C:14]2[C:19]([CH:20]=1)=[CH:18][CH:17]=[C:16]([C:21]1[CH2:22][CH2:23][N:24]([CH3:27])[CH2:25][CH:26]=1)[CH:15]=2)C1C=CC=CC=1. The catalyst is CO.[Pd]. The product is [NH2:10][C:11]1[C:12]([C:28]([NH:30][C:31]2[CH:32]=[N:33][CH:34]=[CH:35][C:36]=2[N:37]2[CH2:42][C@H:41]([CH3:43])[CH2:40][C@H:39]([NH:44][C:45](=[O:46])[O:47][C:48]([CH3:51])([CH3:50])[CH3:49])[CH2:38]2)=[O:29])=[N:13][C:14]2[C:19]([CH:20]=1)=[CH:18][CH:17]=[C:16]([CH:21]1[CH2:26][CH2:25][N:24]([CH3:27])[CH2:23][CH2:22]1)[CH:15]=2. The yield is 0.900. (4) The reactants are [CH2:1]1[C:10]2[C:5](=[CH:6][CH:7]=[CH:8][CH:9]=2)[CH2:4][CH2:3][N:2]1[CH2:11][CH:12]([OH:26])[CH2:13][NH:14][C:15](=[O:25])[CH2:16][O:17][C:18]1[CH:23]=[CH:22][CH:21]=[CH:20][C:19]=1I.C([O-])([O-])=O.[Cs+].[Cs+].C1C=CC(P(C2C(C3C(P(C4C=CC=CC=4)C4C=CC=CC=4)=CC=C4C=3C=CC=C4)=C3C(C=CC=C3)=CC=2)C2C=CC=CC=2)=CC=1. The catalyst is O1CCOCC1.C1C=CC(/C=C/C(/C=C/C2C=CC=CC=2)=O)=CC=1.C1C=CC(/C=C/C(/C=C/C2C=CC=CC=2)=O)=CC=1.C1C=CC(/C=C/C(/C=C/C2C=CC=CC=2)=O)=CC=1.[Pd].[Pd]. The product is [CH2:1]1[C:10]2[C:5](=[CH:6][CH:7]=[CH:8][CH:9]=2)[CH2:4][CH2:3][N:2]1[CH2:11][CH:12]([OH:26])[CH2:13][N:14]1[C:15](=[O:25])[CH2:16][O:17][C:18]2[CH:23]=[CH:22][CH:21]=[CH:20][C:19]1=2. The yield is 0.325. (5) The reactants are C([Mg]Br)C.[C:5]([C:9]1[CH:14]=[C:13]([O:15][CH3:16])[CH:12]=[CH:11][C:10]=1[OH:17])([CH3:8])([CH3:7])[CH3:6].[CH2:18]=[O:19].C(N(CC)CC)C. The catalyst is C1COCC1.C1(C)C=CC=CC=1.CCOCC. The product is [C:5]([C:9]1[CH:14]=[C:13]([O:15][CH3:16])[CH:12]=[C:11]([CH:18]=[O:19])[C:10]=1[OH:17])([CH3:8])([CH3:6])[CH3:7]. The yield is 0.560. (6) The reactants are [H-].[Na+].[F:3][C:4]([F:9])([F:8])[CH2:5][CH2:6]I.CN(C)C=O.[Br:15][C:16]1[N:21]=[CH:20][C:19]([CH:22]([C:24]2[C:29]([F:30])=[CH:28][CH:27]=[C:26]([F:31])[C:25]=2[F:32])[SH:23])=[C:18]([CH3:33])[CH:17]=1. The catalyst is O. The product is [Br:15][C:16]1[CH:17]=[C:18]([CH3:33])[C:19]([CH:22]([C:24]2[C:29]([F:30])=[CH:28][CH:27]=[C:26]([F:31])[C:25]=2[F:32])[S:23][CH2:6][CH2:5][C:4]([F:9])([F:8])[F:3])=[CH:20][N:21]=1. The yield is 0.760. (7) The reactants are [CH2:1]([O:3][C:4]1[CH:5]=[CH:6][C:7]([C:10]([OH:12])=O)=[N:8][CH:9]=1)[CH3:2].C1N=CN(C(N2C=NC=C2)=O)C=1.Cl.[NH2:26][CH2:27][C:28]1[CH:29]=[C:30]2[C:34](=[CH:35][CH:36]=1)[C:33](=[O:37])[N:32]([C:38]1([CH3:46])[CH2:43][CH2:42][C:41](=[O:44])[NH:40][C:39]1=[O:45])[C:31]2=[O:47].O. The catalyst is CN(C)C=O. The product is [CH3:46][C:38]1([N:32]2[C:31](=[O:47])[C:30]3[C:34](=[CH:35][CH:36]=[C:28]([CH2:27][NH:26][C:10]([C:7]4[CH:6]=[CH:5][C:4]([O:3][CH2:1][CH3:2])=[CH:9][N:8]=4)=[O:12])[CH:29]=3)[C:33]2=[O:37])[CH2:43][CH2:42][C:41](=[O:44])[NH:40][C:39]1=[O:45]. The yield is 0.770.